This data is from Reaction yield outcomes from USPTO patents with 853,638 reactions. The task is: Predict the reaction yield, written as a fraction of the theoretical maximum amount of product (1.0 means a 100% yield; for example, 0.34 means a 34% yield). (1) The reactants are C([N:3]([CH2:6][CH3:7])[CH2:4]C)C.[OH:8][C:9]1[CH:17]=[C:16]([O:18][C:19]2[N:24]=[CH:23][CH:22]=[CH:21][N:20]=2)[CH:15]=[CH:14][C:10]=1[C:11]([OH:13])=O.ClC(OC)=[O:27].NCCC1[C:34]([F:40])=[C:35]([NH2:39])[CH:36]=[CH:37][CH:38]=1. The catalyst is C(Cl)(Cl)Cl.C(OCC)(=O)C.O. The product is [NH2:39][C:35]1[C:34]([F:40])=[C:7]([CH:38]=[CH:37][CH:36]=1)[CH2:6][N:3]1[C:11](=[O:13])[C:10]2[CH:14]=[CH:15][C:16]([O:18][C:19]3[N:24]=[CH:23][CH:22]=[CH:21][N:20]=3)=[CH:17][C:9]=2[O:8][C:4]1=[O:27]. The yield is 0.160. (2) The reactants are [CH3:1][C:2]1[N:6]([CH2:7][C:8]2[C:17]3[C:12](=[CH:13][CH:14]=[CH:15][CH:16]=3)[CH:11]=[CH:10][CH:9]=2)[C:5]2[CH:18]=[C:19]([N:25]3[CH2:30][CH2:29][O:28][CH2:27][CH2:26]3)[CH:20]=[C:21]([C:22]([NH2:24])=[O:23])[C:4]=2[N:3]=1. The catalyst is CN(C(OC)OC)C. The product is [CH3:5][N:6](/[CH:7]=[N:24]/[C:22]([C:21]1[C:4]2[N:3]=[C:2]([CH3:1])[N:6]([CH2:7][C:8]3[C:17]4[C:12](=[CH:13][CH:14]=[CH:15][CH:16]=4)[CH:11]=[CH:10][CH:9]=3)[C:5]=2[CH:18]=[C:19]([N:25]2[CH2:30][CH2:29][O:28][CH2:27][CH2:26]2)[CH:20]=1)=[O:23])[CH3:2]. The yield is 0.760. (3) The reactants are O1CCCC1.[CH2:6]([O:10][C:11]1[CH:16]=[CH:15][C:14]([CH2:17][C:18](Cl)=[N:19][OH:20])=[CH:13][CH:12]=1)[CH2:7][CH2:8][CH3:9].[C:22]([C:24]1[C:25]([NH2:30])=[N:26][CH:27]=[CH:28][CH:29]=1)#[CH:23].C(N(CC)CC)C. The catalyst is O. The product is [CH2:6]([O:10][C:11]1[CH:16]=[CH:15][C:14]([CH2:17][C:18]2[CH:23]=[C:22]([C:24]3[C:25]([NH2:30])=[N:26][CH:27]=[CH:28][CH:29]=3)[O:20][N:19]=2)=[CH:13][CH:12]=1)[CH2:7][CH2:8][CH3:9]. The yield is 0.140. (4) The catalyst is C(O)CCC. The product is [NH2:35][C@@H:32]1[CH2:33][CH2:34][C@H:29]([NH:28][C:17]2[N:16]=[C:15]([NH:11][C:10]3[CH:12]=[CH:13][C:7]([N:4]4[CH2:3][CH2:2][O:1][CH2:6][CH2:5]4)=[CH:8][CH:9]=3)[N:20]=[C:19]3[NH:21][N:22]=[C:23]([S:24]([CH3:27])(=[O:26])=[O:25])[C:18]=23)[CH2:30][CH2:31]1. The reactants are [O:1]1[CH2:6][CH2:5][N:4]([C:7]2[CH:13]=[CH:12][C:10]([NH2:11])=[CH:9][CH:8]=2)[CH2:3][CH2:2]1.Cl[C:15]1[N:20]=[C:19]2[NH:21][N:22]=[C:23]([S:24]([CH3:27])(=[O:26])=[O:25])[C:18]2=[C:17]([NH:28][C@@H:29]2[CH2:34][CH2:33][C@H:32]([NH:35]C(=O)OC(C)(C)C)[CH2:31][CH2:30]2)[N:16]=1. The yield is 0.560. (5) The reactants are [OH:1][CH2:2][CH:3]1[CH2:8][CH2:7][N:6]([C:9](OC(C)(C)C)=O)[CH2:5][CH2:4]1.[H-].[H-].[H-].[H-].[Li+].[Al+3]. The catalyst is C1COCC1. The product is [CH3:9][N:6]1[CH2:7][CH2:8][CH:3]([CH2:2][OH:1])[CH2:4][CH2:5]1. The yield is 0.880.